Predict the reaction yield, written as a fraction of the theoretical maximum amount of product (1.0 means a 100% yield; for example, 0.34 means a 34% yield). From a dataset of Reaction yield outcomes from USPTO patents with 853,638 reactions. (1) The reactants are [NH2:1][CH2:2][CH:3]1[C:12]2[C:8]3=[C:9]([C:13](=[O:17])[N:14]([CH3:16])[CH:15]=[C:7]3[C:6]3[CH:18]=[C:19]([CH2:22][S:23]([CH3:26])(=[O:25])=[O:24])[CH:20]=[CH:21][C:5]=3[N:4]1[C:27]1[CH:32]=[CH:31][C:30]([F:33])=[CH:29][C:28]=1[F:34])[NH:10][CH:11]=2.C(N(C(C)C)C(C)C)C.[C:44]1([N:50]=[C:51]=[O:52])[CH:49]=[CH:48][CH:47]=[CH:46][CH:45]=1. The catalyst is O1CCCC1. The product is [F:34][C:28]1[CH:29]=[C:30]([F:33])[CH:31]=[CH:32][C:27]=1[N:4]1[CH:3]([CH2:2][NH:1][C:51]([NH:50][C:44]2[CH:49]=[CH:48][CH:47]=[CH:46][CH:45]=2)=[O:52])[C:12]2[C:8]3=[C:9]([C:13](=[O:17])[N:14]([CH3:16])[CH:15]=[C:7]3[C:6]3[CH:18]=[C:19]([CH2:22][S:23]([CH3:26])(=[O:25])=[O:24])[CH:20]=[CH:21][C:5]1=3)[NH:10][CH:11]=2. The yield is 0.560. (2) The reactants are [NH2:1][C:2]1[CH:3]=[C:4]2[C:8](=[CH:9][C:10]=1[N+:11]([O-])=[O:12])[CH2:7][CH:6]([CH2:14][CH2:15][OH:16])[CH2:5]2.[N:17]#[C:18][NH2:19].[CH]Cl.[OH-].[Na+]. No catalyst specified. The product is [NH2:19][C:18]1[N:17]=[N+:11]([O-:12])[C:10]2[CH:9]=[C:8]3[C:4]([CH2:5][CH:6]([CH2:14][CH2:15][OH:16])[CH2:7]3)=[CH:3][C:2]=2[N:1]=1. The yield is 0.940. (3) The reactants are [CH:1]1[C:6]([N+:7]([O-])=O)=[CH:5][CH:4]=[C:3]([Cl-]C([O-])=O)C=1.Cl.[Cl:15][C:16]1[C:23]([F:24])=[CH:22][CH:21]=[CH:20][C:17]=1[CH2:18][NH2:19].[CH3:25]CN(C(C)C)C(C)C.[Si:34]([O:41]C[C@@H](NC)CC=C)([C:37]([CH3:40])([CH3:39])[CH3:38])([CH3:36])[CH3:35].C1C[O:52][CH2:51]C1. No catalyst specified. The product is [Si:34]([O:41][CH2:1][C@@H:6]([N:7]([CH3:25])[C:51]([NH:19][CH2:18][C:17]1[CH:20]=[CH:21][CH:22]=[C:23]([F:24])[C:16]=1[Cl:15])=[O:52])[CH2:5][CH:4]=[CH2:3])([C:37]([CH3:38])([CH3:39])[CH3:40])([CH3:35])[CH3:36]. The yield is 0.760.